Dataset: Catalyst prediction with 721,799 reactions and 888 catalyst types from USPTO. Task: Predict which catalyst facilitates the given reaction. Product: [N:27]1([C:8]2[CH:9]=[C:10]3[C:16](/[CH:17]=[C:18]4/[C:19](=[O:24])[NH:20][C:21](=[S:23])[NH:22]/4)=[CH:15][NH:14][C:11]3=[N:12][CH:13]=2)[CH2:28][CH2:29][O:31][CH2:33][CH2:26]1. The catalyst class is: 8. Reactant: C([C:8]1[CH:9]=[C:10]2[C:16](/[CH:17]=[C:18]3/[C:19](=[O:24])[NH:20][C:21](=[S:23])[NH:22]/3)=[CH:15][NH:14][C:11]2=[N:12][CH:13]=1)C1C=CC=CC=1.S=[C:26]1N[C:29](=[O:31])[CH2:28][NH:27]1.N1CCCC[CH2:33]1.